This data is from Reaction yield outcomes from USPTO patents with 853,638 reactions. The task is: Predict the reaction yield, written as a fraction of the theoretical maximum amount of product (1.0 means a 100% yield; for example, 0.34 means a 34% yield). (1) The catalyst is CO. The yield is 0.810. The product is [CH:1]1([N:5]2[C:13]3[C:8](=[CH:9][CH:10]=[CH:11][CH:12]=3)[C:7]([C:14]([NH:16][C@H:17]3[CH2:18][CH2:19][C@@H:20]([CH2:30][C:31]4([OH:37])[CH2:36][CH2:35][O:34][CH2:33][CH2:32]4)[NH:21][CH2:22]3)=[O:15])=[N:6]2)[CH2:2][CH2:3][CH2:4]1. The reactants are [CH:1]1([N:5]2[C:13]3[C:8](=[CH:9][CH:10]=[CH:11][CH:12]=3)[C:7]([C:14]([NH:16][C@H:17]3[CH2:22][N:21](C(OC(C)(C)C)=O)[C@@H:20]([CH2:30][C:31]4([OH:37])[CH2:36][CH2:35][O:34][CH2:33][CH2:32]4)[CH2:19][CH2:18]3)=[O:15])=[N:6]2)[CH2:4][CH2:3][CH2:2]1.Cl. (2) The reactants are [Cl:1][C:2]1[C:3]([CH:9]([C:20]2[CH:25]=[C:24]([F:26])[CH:23]=[CH:22][C:21]=2[F:27])[S:10]([C:13]2[CH:18]=[CH:17][C:16]([F:19])=[CH:15][CH:14]=2)(=[O:12])=[O:11])=[CH:4][C:5]([NH2:8])=[N:6][CH:7]=1.N1C=CC=CC=1.[CH3:34][S:35](Cl)(=[O:37])=[O:36]. The catalyst is C(Cl)Cl. The product is [Cl:1][C:2]1[C:3]([CH:9]([C:20]2[CH:25]=[C:24]([F:26])[CH:23]=[CH:22][C:21]=2[F:27])[S:10]([C:13]2[CH:18]=[CH:17][C:16]([F:19])=[CH:15][CH:14]=2)(=[O:12])=[O:11])=[CH:4][C:5]([NH:8][S:35]([CH3:34])(=[O:37])=[O:36])=[N:6][CH:7]=1. The yield is 0.380.